From a dataset of Forward reaction prediction with 1.9M reactions from USPTO patents (1976-2016). Predict the product of the given reaction. (1) Given the reactants [CH3:1][S:2]([O:5]S(C)(=O)=O)(=[O:4])=[O:3].O[CH2:11][C:12]1[CH:17]=[CH:16][N:15]2[N:18]=[C:19]([CH3:38])[C:20]([C:21]3[C:22](=[O:37])[NH:23][C:24](=[O:36])[C:25]=3[C:26]3[C:34]4[C:29](=[C:30]([CH3:35])[CH:31]=[CH:32][CH:33]=4)[NH:28][CH:27]=3)=[C:14]2[CH:13]=1.C(N(CC)CC)C.O, predict the reaction product. The product is: [CH3:38][C:19]1[C:20]([C:21]2[C:22](=[O:37])[NH:23][C:24](=[O:36])[C:25]=2[C:26]2[C:34]3[C:29](=[C:30]([CH3:35])[CH:31]=[CH:32][CH:33]=3)[NH:28][CH:27]=2)=[C:14]2[CH:13]=[C:12]([CH2:11][O:5][S:2]([CH3:1])(=[O:4])=[O:3])[CH:17]=[CH:16][N:15]2[N:18]=1. (2) Given the reactants Cl[C:2]1[CH:9]=[N:8][CH:7]=[CH:6][C:3]=1[C:4]#[N:5].[NH:10]1[CH2:15][CH2:14][NH:13][CH2:12][CH2:11]1.C(#N)C, predict the reaction product. The product is: [N:10]1([C:2]2[CH:9]=[N:8][CH:7]=[CH:6][C:3]=2[C:4]#[N:5])[CH2:15][CH2:14][NH:13][CH2:12][CH2:11]1. (3) Given the reactants Cl.[Br:2][C:3]1[CH:4]=[N:5][CH:6]=[C:7]([CH:11]=1)[C:8](Cl)=[O:9].[CH3:12][C:13]1[C:18]2[NH:19][C:20](=[O:22])[O:21][C:17]=2[CH:16]=[CH:15][CH:14]=1.[Cl-].[Cl-].[Cl-].[Al+3], predict the reaction product. The product is: [Br:2][C:3]1[CH:11]=[C:7]([C:8]([C:15]2[CH:14]=[C:13]([CH3:12])[C:18]3[NH:19][C:20](=[O:22])[O:21][C:17]=3[CH:16]=2)=[O:9])[CH:6]=[N:5][CH:4]=1. (4) Given the reactants [C:1]([O:5][C:6]([NH:8][C@H:9]([C:14]([OH:16])=O)[CH2:10][CH:11]([CH3:13])[CH3:12])=[O:7])([CH3:4])([CH3:3])[CH3:2].[F:17][C:18]1[CH:23]=[CH:22][C:21]([S:24]([N:27]2[CH2:31][C@@H:30]3[C@@H:32]([NH2:35])[CH2:33][CH2:34][C@@H:29]3[CH2:28]2)(=[O:26])=[O:25])=[CH:20][CH:19]=1.[CH2:36](N1C[C@@H]2[C@@H](N)CC[C@@H]2C1)C1C=CC=CC=1, predict the reaction product. The product is: [F:17][C:18]1[CH:19]=[CH:20][C:21]([S:24]([N:27]2[CH2:31][C@@H:30]3[C@@H:32]([NH:35][C:14](=[O:16])[C@@H:9]([NH:8][C:6](=[O:7])[O:5][C:1]([CH3:2])([CH3:3])[CH3:4])[CH2:10][C:11]([CH3:12])([CH3:13])[CH3:36])[CH2:33][CH2:34][C@@H:29]3[CH2:28]2)(=[O:25])=[O:26])=[CH:22][CH:23]=1. (5) Given the reactants [CH3:1][C:2]1[NH:3][C:4](=[O:26])[C:5]([CH2:11][C:12]2[CH:17]=[CH:16][C:15]([C:18]3[C:19]([C:24]#[N:25])=[CH:20][CH:21]=[CH:22][CH:23]=3)=[CH:14][CH:13]=2)=[C:6]([CH2:8][CH2:9][CH3:10])[N:7]=1.[F:27][C:28]([F:40])([F:39])[O:29][C:30]1[CH:35]=[CH:34][C:33](B(O)O)=[CH:32][CH:31]=1.C(N(CC)CC)C.N1C=CC=CC=1, predict the reaction product. The product is: [CH3:1][C:2]1[N:3]([C:33]2[CH:32]=[CH:31][C:30]([O:29][C:28]([F:27])([F:39])[F:40])=[CH:35][CH:34]=2)[C:4](=[O:26])[C:5]([CH2:11][C:12]2[CH:17]=[CH:16][C:15]([C:18]3[C:19]([C:24]#[N:25])=[CH:20][CH:21]=[CH:22][CH:23]=3)=[CH:14][CH:13]=2)=[C:6]([CH2:8][CH2:9][CH3:10])[N:7]=1. (6) Given the reactants [CH:1]1([CH2:4][C:5](=[O:20])[CH2:6][C:7]2[CH:12]=[CH:11][N:10]=[C:9]([NH:13][C:14]3[CH:19]=[CH:18][N:17]=[CH:16][CH:15]=3)[N:8]=2)[CH2:3][CH2:2]1.[CH3:21][N:22]([CH:24](OC)OC)[CH3:23], predict the reaction product. The product is: [CH:1]1([CH2:4][C:5](=[O:20])/[C:6](/[C:7]2[CH:12]=[CH:11][N:10]=[C:9]([NH:13][C:14]3[CH:19]=[CH:18][N:17]=[CH:16][CH:15]=3)[N:8]=2)=[CH:21]\[N:22]([CH3:24])[CH3:23])[CH2:2][CH2:3]1. (7) Given the reactants [Cl:1][C:2]1[CH:27]=[CH:26][C:5]([CH2:6][N:7]2[C:15]3[C:10](=[CH:11][C:12]([CH:16]=[C:17]4[S:21][C:20](SCC)=[N:19][C:18]4=[O:25])=[CH:13][CH:14]=3)[CH:9]=[N:8]2)=[C:4]([C:28]([F:31])([F:30])[F:29])[CH:3]=1.[C:32]([O:36][C:37](=[O:45])[NH:38][C@H:39]1[CH2:44][CH2:43][CH2:42][NH:41][CH2:40]1)([CH3:35])([CH3:34])[CH3:33], predict the reaction product. The product is: [C:32]([O:36][C:37](=[O:45])[NH:38][CH:39]1[CH2:44][CH2:43][CH2:42][N:41]([C:20]2[S:21][C:17](=[CH:16][C:12]3[CH:11]=[C:10]4[C:15](=[CH:14][CH:13]=3)[N:7]([CH2:6][C:5]3[CH:26]=[CH:27][C:2]([Cl:1])=[CH:3][C:4]=3[C:28]([F:30])([F:31])[F:29])[N:8]=[CH:9]4)[C:18](=[O:25])[N:19]=2)[CH2:40]1)([CH3:35])([CH3:33])[CH3:34].[NH2:38][C@H:39]1[CH2:44][CH2:43][CH2:42][N:41]([C:20]2[S:21][C:17](=[CH:16][C:12]3[CH:11]=[C:10]4[C:15](=[CH:14][CH:13]=3)[N:7]([CH2:6][C:5]3[CH:26]=[CH:27][C:2]([Cl:1])=[CH:3][C:4]=3[C:28]([F:29])([F:31])[F:30])[N:8]=[CH:9]4)[C:18](=[O:25])[N:19]=2)[CH2:40]1. (8) Given the reactants [CH:1]1([C:7]2[N:16]=[C:15](O)[C:14]3[C:9](=[CH:10][CH:11]=[CH:12][CH:13]=3)[N:8]=2)[CH2:6][CH2:5][CH2:4][CH2:3][CH2:2]1.P(Cl)(Cl)([Cl:20])=O.CN(C)C1C=CC=CC=1, predict the reaction product. The product is: [CH:1]1([C:7]2[N:16]=[C:15]([Cl:20])[C:14]3[C:9](=[CH:10][CH:11]=[CH:12][CH:13]=3)[N:8]=2)[CH2:6][CH2:5][CH2:4][CH2:3][CH2:2]1. (9) The product is: [F:2][C:3]1[CH:11]=[C:10]2[C:6]([C:7]([C:21]3[CH:22]=[CH:23][C:24]([NH:27][C:31]([CH:28]4[CH2:30][CH2:29]4)=[O:32])=[N:25][CH:26]=3)=[CH:8][N:9]2[S:12]([C:15]2[CH:16]=[CH:17][CH:18]=[CH:19][CH:20]=2)(=[O:13])=[O:14])=[CH:5][CH:4]=1. Given the reactants Cl.[F:2][C:3]1[CH:11]=[C:10]2[C:6]([C:7]([C:21]3[CH:22]=[CH:23][C:24]([NH2:27])=[N:25][CH:26]=3)=[CH:8][N:9]2[S:12]([C:15]2[CH:20]=[CH:19][CH:18]=[CH:17][CH:16]=2)(=[O:14])=[O:13])=[CH:5][CH:4]=1.[CH:28]1([C:31](Cl)=[O:32])[CH2:30][CH2:29]1, predict the reaction product. (10) Given the reactants [C:1]([O:5][C:6]([NH:8][C@@H:9]([CH2:13][CH3:14])[C:10]([OH:12])=O)=[O:7])([CH3:4])([CH3:3])[CH3:2].CN(C(ON1N=NC2C=CC=CC1=2)=[N+](C)C)C.F[P-](F)(F)(F)(F)F.CCN(C(C)C)C(C)C.[NH:48]1[CH2:53][CH2:52][O:51][CH2:50][CH2:49]1, predict the reaction product. The product is: [N:48]1([C:10]([C@@H:9]([NH:8][C:6](=[O:7])[O:5][C:1]([CH3:2])([CH3:3])[CH3:4])[CH2:13][CH3:14])=[O:12])[CH2:53][CH2:52][O:51][CH2:50][CH2:49]1.